Dataset: HIV replication inhibition screening data with 41,000+ compounds from the AIDS Antiviral Screen. Task: Binary Classification. Given a drug SMILES string, predict its activity (active/inactive) in a high-throughput screening assay against a specified biological target. (1) The drug is CCOC(=O)C(=O)C=C(C)Nc1c(O)nc(SC)nc1NC1OCC(OC(C)=O)C(OC(C)=O)C1OC(C)=O. The result is 0 (inactive). (2) The molecule is c1ccc(C2=NCCc3cc4c(cc32)OCO4)cc1. The result is 0 (inactive). (3) The molecule is N#CCC(=O)NN=C(C(=O)Nc1ccc(Cl)c(Cl)c1)C1CN(c2ccccc2)NC1=N. The result is 0 (inactive). (4) The drug is Clc1ccc(NC2=NCCCS2)c2ccccc12. The result is 0 (inactive). (5) The compound is Nc1nc(Cl)c2ncn(C3C=CC(O)CC3)c2n1. The result is 0 (inactive). (6) The drug is CC1(C)Oc2ccccc2[N+]([O-])=C1c1ccccc1. The result is 0 (inactive). (7) The molecule is C=CC(C)(C)n1cc(C2=C(O)C(=O)C(c3c(CC=C(C)C)[nH]c4ccccc34)=C(O)C2=O)c2ccccc21. The result is 0 (inactive). (8) The compound is COc1cc(C=NNC(=O)C[N+](C)(C)C)cc(OC)c1OC. The result is 0 (inactive). (9) The drug is CC(CO)(CO)N1C(=O)c2cccc3cc([N+](=O)[O-])cc(c23)C1=O. The result is 0 (inactive). (10) The compound is N[Co-4](N)(N)(N)(O)O.[O-][Cl+3]([O-])([O-])O. The result is 0 (inactive).